Dataset: Full USPTO retrosynthesis dataset with 1.9M reactions from patents (1976-2016). Task: Predict the reactants needed to synthesize the given product. (1) Given the product [NH2:19][C:16]1[CH:17]=[CH:18][C:13]2[S:12][CH2:11][CH2:10][C@H:6]3[S:7](=[O:8])(=[O:9])[C:2]([CH3:38])([CH3:1])[C:3]([N:23]([C:24]([O:25][C:26]([CH3:27])([CH3:28])[CH3:29])=[O:30])[C:31](=[O:32])[O:33][C:34]([CH3:35])([CH3:36])[CH3:37])=[N:4][C@:5]3([CH3:22])[C:14]=2[CH:15]=1, predict the reactants needed to synthesize it. The reactants are: [CH3:1][C:2]1([CH3:38])[S:7](=[O:9])(=[O:8])[C@@H:6]2[CH2:10][CH2:11][S:12][C:13]3[CH:18]=[CH:17][C:16]([N+:19]([O-])=O)=[CH:15][C:14]=3[C@@:5]2([CH3:22])[N:4]=[C:3]1[N:23]([C:31]([O:33][C:34]([CH3:37])([CH3:36])[CH3:35])=[O:32])[C:24](=[O:30])[O:25][C:26]([CH3:29])([CH3:28])[CH3:27].CCOC(C)=O. (2) Given the product [CH3:1][C:2]1[CH:7]=[CH:6][CH:5]=[C:4]([N+:8]([O-:10])=[O:9])[C:3]=1[S:11]([NH:8][C:4]1[CH:3]=[CH:2][CH:1]=[C:19]2[C:20]=1[N:15]=[CH:16][CH:17]=[CH:18]2)(=[O:13])=[O:12], predict the reactants needed to synthesize it. The reactants are: [CH3:1][C:2]1[CH:7]=[CH:6][CH:5]=[C:4]([N+:8]([O-:10])=[O:9])[C:3]=1[S:11](Cl)(=[O:13])=[O:12].[N:15]1[CH:20]=[CH:19][CH:18]=[CH:17][CH:16]=1. (3) Given the product [C:16]([C:10]1[CH:11]=[N:12][C:13]2[C:8]([CH:9]=1)=[CH:7][C:6]([O:5][CH:4]([O:22][CH3:23])[C:3]([OH:24])=[O:2])=[CH:15][CH:14]=2)#[CH:17], predict the reactants needed to synthesize it. The reactants are: C[O:2][C:3](=[O:24])[CH:4]([O:22][CH3:23])[O:5][C:6]1[CH:7]=[C:8]2[C:13](=[CH:14][CH:15]=1)[N:12]=[CH:11][C:10]([C:16]#[C:17][Si](C)(C)C)=[CH:9]2.[OH-].[Na+].C(OCC)(=O)C.O.